The task is: Predict the reaction yield, written as a fraction of the theoretical maximum amount of product (1.0 means a 100% yield; for example, 0.34 means a 34% yield).. This data is from Reaction yield outcomes from USPTO patents with 853,638 reactions. The reactants are [C:1]1([C:7]2[NH:8][C:9]3[C:14]([CH:15]=2)=[CH:13][CH:12]=[CH:11][CH:10]=3)[CH:6]=[CH:5][CH:4]=[CH:3][CH:2]=1.[H-].[Na+].Br[CH2:19][C:20]1[CH:29]=[CH:28][C:23]([C:24]([O:26][CH3:27])=[O:25])=[CH:22][CH:21]=1.C(O)(=O)CC(CC(O)=O)(C(O)=O)O. The catalyst is O1CCCC1.CN(C)C=O. The product is [C:1]1([C:7]2[N:8]([CH2:19][C:20]3[CH:29]=[CH:28][C:23]([C:24]([O:26][CH3:27])=[O:25])=[CH:22][CH:21]=3)[C:9]3[C:14]([CH:15]=2)=[CH:13][CH:12]=[CH:11][CH:10]=3)[CH:6]=[CH:5][CH:4]=[CH:3][CH:2]=1. The yield is 0.380.